Dataset: Forward reaction prediction with 1.9M reactions from USPTO patents (1976-2016). Task: Predict the product of the given reaction. (1) Given the reactants [CH3:1][N:2]1[CH:6]=[CH:5][CH:4]=[N:3]1.C1COCC1.[Li]CCCC.Br[C:18]1[S:22][C:21]([C:23]2[N:27]3[N:28]=[C:29]([CH3:37])[CH:30]=[C:31]([CH:32]([CH2:35][CH3:36])[CH2:33][CH3:34])[C:26]3=[N:25][C:24]=2[CH3:38])=[C:20]([Cl:39])[CH:19]=1, predict the reaction product. The product is: [Cl:39][C:20]1[CH:19]=[C:18]([C:6]2[N:2]([CH3:1])[N:3]=[CH:4][CH:5]=2)[S:22][C:21]=1[C:23]1[N:27]2[N:28]=[C:29]([CH3:37])[CH:30]=[C:31]([CH:32]([CH2:33][CH3:34])[CH2:35][CH3:36])[C:26]2=[N:25][C:24]=1[CH3:38]. (2) Given the reactants Cl/[C:2](/[C:5]([O:7][CH2:8][CH3:9])=[O:6])=[CH:3]/[O-].[K+].Cl.O1CCOCC1.[Br:18][C:19]1[CH:24]=[CH:23][N:22]=[C:21]([NH2:25])[CH:20]=1, predict the reaction product. The product is: [Br:18][C:19]1[CH:24]=[CH:23][N:22]2[C:2]([C:5]([O:7][CH2:8][CH3:9])=[O:6])=[CH:3][N:25]=[C:21]2[CH:20]=1. (3) Given the reactants CS(O[C@H:6]1[CH2:11][CH2:10][C@@H:9]([C:12]2[CH:17]=[CH:16][C:15]([C:18]3[N:23]=[C:22]4[N:24]([CH2:44][O:45][CH2:46][CH2:47][Si:48]([CH3:51])([CH3:50])[CH3:49])[C:25]([O:27][C@@H:28]5[CH2:32][O:31][C@@H:30]6[C@H:33]([O:36][Si:37]([C:40]([CH3:43])([CH3:42])[CH3:41])([CH3:39])[CH3:38])[CH2:34][O:35][C@H:29]56)=[N:26][C:21]4=[CH:20][C:19]=3[Cl:52])=[CH:14][CH:13]=2)[CH2:8][CH2:7]1)(=O)=O.[N-:53]=[N+:54]=[N-:55].[Na+], predict the reaction product. The product is: [N:53]([C@H:6]1[CH2:7][CH2:8][C@H:9]([C:12]2[CH:13]=[CH:14][C:15]([C:18]3[N:23]=[C:22]4[N:24]([CH2:44][O:45][CH2:46][CH2:47][Si:48]([CH3:51])([CH3:49])[CH3:50])[C:25]([O:27][C@@H:28]5[CH2:32][O:31][C@@H:30]6[C@H:33]([O:36][Si:37]([C:40]([CH3:43])([CH3:41])[CH3:42])([CH3:39])[CH3:38])[CH2:34][O:35][C@H:29]56)=[N:26][C:21]4=[CH:20][C:19]=3[Cl:52])=[CH:16][CH:17]=2)[CH2:10][CH2:11]1)=[N+:54]=[N-:55].